From a dataset of NCI-60 drug combinations with 297,098 pairs across 59 cell lines. Regression. Given two drug SMILES strings and cell line genomic features, predict the synergy score measuring deviation from expected non-interaction effect. (1) Drug 1: C#CCC(CC1=CN=C2C(=N1)C(=NC(=N2)N)N)C3=CC=C(C=C3)C(=O)NC(CCC(=O)O)C(=O)O. Drug 2: C1CN(CCN1C(=O)CCBr)C(=O)CCBr. Cell line: T-47D. Synergy scores: CSS=10.3, Synergy_ZIP=0.566, Synergy_Bliss=2.84, Synergy_Loewe=7.90, Synergy_HSA=1.89. (2) Drug 1: CCC(=C(C1=CC=CC=C1)C2=CC=C(C=C2)OCCN(C)C)C3=CC=CC=C3.C(C(=O)O)C(CC(=O)O)(C(=O)O)O. Drug 2: C1=NC2=C(N1)C(=S)N=CN2. Cell line: SK-MEL-28. Synergy scores: CSS=10.7, Synergy_ZIP=-3.97, Synergy_Bliss=-2.10, Synergy_Loewe=-9.23, Synergy_HSA=-2.20. (3) Drug 1: C1C(C(OC1N2C=C(C(=O)NC2=O)F)CO)O. Drug 2: C1CN1C2=NC(=NC(=N2)N3CC3)N4CC4. Cell line: COLO 205. Synergy scores: CSS=43.4, Synergy_ZIP=-9.51, Synergy_Bliss=-9.41, Synergy_Loewe=2.00, Synergy_HSA=3.50.